From a dataset of Full USPTO retrosynthesis dataset with 1.9M reactions from patents (1976-2016). Predict the reactants needed to synthesize the given product. Given the product [C:1]1([C:46]2[CH:51]=[CH:50][CH:49]=[CH:48][CH:47]=2)[CH:2]=[CH:3][C:4]([C@@:7]2([S:41][CH2:42][CH2:43][CH2:44][CH3:45])[CH2:40][N:10]3[C:11](=[O:39])[C@@H:12]([NH:31][C:32]([O:34][C:35]([CH3:36])([CH3:37])[CH3:38])=[O:33])[CH2:13][CH2:14][CH2:15][CH2:16][CH2:17][CH:18]=[CH:19][C@@H:20]4[CH2:25][C@@:21]4([C:26]([OH:28])=[O:27])[NH:22][C:23](=[O:24])[C@@H:9]3[CH2:8]2)=[CH:5][CH:6]=1, predict the reactants needed to synthesize it. The reactants are: [C:1]1([C:46]2[CH:51]=[CH:50][CH:49]=[CH:48][CH:47]=2)[CH:6]=[CH:5][C:4]([C@@:7]2([S:41][CH2:42][CH2:43][CH2:44][CH3:45])[CH2:40][N:10]3[C:11](=[O:39])[C@@H:12]([NH:31][C:32]([O:34][C:35]([CH3:38])([CH3:37])[CH3:36])=[O:33])[CH2:13][CH2:14][CH2:15][CH2:16][CH2:17][CH:18]=[CH:19][C@@H:20]4[CH2:25][C@@:21]4([C:26]([O:28]CC)=[O:27])[NH:22][C:23](=[O:24])[C@@H:9]3[CH2:8]2)=[CH:3][CH:2]=1.O.[OH-].[Li+].